From a dataset of Catalyst prediction with 721,799 reactions and 888 catalyst types from USPTO. Predict which catalyst facilitates the given reaction. (1) The catalyst class is: 1. Product: [C:1]([O:4][C:5](=[O:7])[CH3:6])(=[O:3])[CH3:2].[C:5]([O-:8])(=[O:7])[CH3:6]. Reactant: [C:1]([O-:4])(=[O:3])[CH3:2].[C:5]([OH:8])(=[O:7])[CH3:6]. (2) Reactant: [NH:1]1[CH2:6][CH2:5][O:4][CH2:3][CH2:2]1.C(N(C(C)C)CC)(C)C.[CH2:16]([O:23][C:24](=[O:42])[CH:25]([NH:31][C:32]([O:34][CH2:35][C:36]1[CH:41]=[CH:40][CH:39]=[CH:38][CH:37]=1)=[O:33])[CH2:26][S:27](Cl)(=[O:29])=[O:28])[C:17]1[CH:22]=[CH:21][CH:20]=[CH:19][CH:18]=1. Product: [CH2:16]([O:23][C:24](=[O:42])[C@@H:25]([NH:31][C:32]([O:34][CH2:35][C:36]1[CH:41]=[CH:40][CH:39]=[CH:38][CH:37]=1)=[O:33])[CH2:26][S:27]([N:1]1[CH2:6][CH2:5][O:4][CH2:3][CH2:2]1)(=[O:29])=[O:28])[C:17]1[CH:18]=[CH:19][CH:20]=[CH:21][CH:22]=1. The catalyst class is: 291.